From a dataset of Forward reaction prediction with 1.9M reactions from USPTO patents (1976-2016). Predict the product of the given reaction. (1) Given the reactants [Br:1][C:2]1[CH:7]=[CH:6][C:5]([CH:8]([OH:11])C=C)=[C:4]([O:12][CH2:13][C:14]([CH3:16])=[CH2:15])[CH:3]=1, predict the reaction product. The product is: [Br:1][C:2]1[CH:7]=[CH:6][C:5]2[CH:8]([OH:11])[CH:16]=[C:14]([CH3:15])[CH2:13][O:12][C:4]=2[CH:3]=1. (2) Given the reactants C[O:2][C:3](=[O:49])[CH2:4][C:5]([CH3:48])([CH3:47])[CH2:6][CH2:7][N:8]1[CH2:14][CH2:13][CH2:12][C@H:11]([N:15]([CH2:22][C:23]2[CH:28]=[C:27]([C:29]([F:32])([F:31])[F:30])[CH:26]=[C:25]([C:33]([F:36])([F:35])[F:34])[CH:24]=2)[C:16]2[N:17]=[N:18][N:19]([CH3:21])[N:20]=2)[C:10]2[CH:37]=[C:38]([CH3:46])[C:39]([C:42]([F:45])([F:44])[F:43])=[C:40]([CH3:41])[C:9]1=2, predict the reaction product. The product is: [F:31][C:29]([F:30])([F:32])[C:27]1[CH:28]=[C:23]([CH:24]=[C:25]([C:33]([F:36])([F:35])[F:34])[CH:26]=1)[CH2:22][N:15]([C:16]1[N:17]=[N:18][N:19]([CH3:21])[N:20]=1)[C@H:11]1[CH2:12][CH2:13][CH2:14][N:8]([CH2:7][CH2:6][C:5]([CH3:47])([CH3:48])[CH2:4][C:3]([OH:49])=[O:2])[C:9]2[C:40]([CH3:41])=[C:39]([C:42]([F:43])([F:44])[F:45])[C:38]([CH3:46])=[CH:37][C:10]1=2. (3) Given the reactants [Cl:1][C:2]1[CH:3]=[C:4]([OH:21])[C:5]([NH:8][S:9]([CH2:12][C:13]2[CH:18]=[C:17](Cl)[CH:16]=[C:15]([Cl:20])[CH:14]=2)(=[O:11])=[O:10])=[N:6][CH:7]=1.ClC1C=C(CS(Cl)(=O)=O)C=C([F:29])C=1.ClC1C=C(CS(Cl)(=O)=O)C=C(Cl)C=1.S(Cl)(Cl)(=O)=O, predict the reaction product. The product is: [Cl:1][C:2]1[CH:3]=[C:4]([OH:21])[C:5]([NH:8][S:9]([CH2:12][C:13]2[CH:18]=[C:17]([F:29])[CH:16]=[C:15]([Cl:20])[CH:14]=2)(=[O:11])=[O:10])=[N:6][CH:7]=1. (4) Given the reactants [OH:1][C:2]1[CH:9]=[CH:8][C:5]([C:6]#[N:7])=[C:4]([F:10])[CH:3]=1.C(=O)([O-])[O-].[K+].[K+].[CH2:17](Br)[C:18]1[CH:23]=[CH:22][CH:21]=[CH:20][CH:19]=1.O, predict the reaction product. The product is: [CH2:17]([O:1][C:2]1[CH:9]=[CH:8][C:5]([C:6]#[N:7])=[C:4]([F:10])[CH:3]=1)[C:18]1[CH:23]=[CH:22][CH:21]=[CH:20][CH:19]=1. (5) Given the reactants [F:1][C:2]([F:31])([F:30])[C:3]1[CH:4]=[C:5]([CH:23]=[C:24]([C:26]([F:29])([F:28])[F:27])[CH:25]=1)[C:6]([N:8]1[CH2:13][CH2:12][NH:11][CH2:10][C@H:9]1[CH2:14][C:15]1[CH:20]=[CH:19][C:18]([CH3:21])=[C:17]([CH3:22])[CH:16]=1)=[O:7].[CH3:32][N:33]1[CH:37]=[C:36]([CH2:38][CH2:39][CH:40]=O)[N:35]=[CH:34]1.C(O[BH-](OC(=O)C)OC(=O)C)(=O)C.[Na+].C(=O)(O)[O-].[Na+].[Cl:61]CCl, predict the reaction product. The product is: [ClH:61].[ClH:61].[F:31][C:2]([F:1])([F:30])[C:3]1[CH:4]=[C:5]([CH:23]=[C:24]([C:26]([F:27])([F:28])[F:29])[CH:25]=1)[C:6]([N:8]1[CH2:13][CH2:12][N:11]([CH2:40][CH2:39][CH2:38][C:36]2[N:35]=[CH:34][N:33]([CH3:32])[CH:37]=2)[CH2:10][C@H:9]1[CH2:14][C:15]1[CH:20]=[CH:19][C:18]([CH3:21])=[C:17]([CH3:22])[CH:16]=1)=[O:7]. (6) Given the reactants Cl[C:2]1[C:11]2[C:6](=[CH:7][CH:8]=[CH:9][CH:10]=2)[CH:5]=[C:4]([Cl:12])[N:3]=1.O.NN, predict the reaction product. The product is: [Cl:12][C:4]1[N:3]=[CH:2][C:11]2[C:6]([CH:5]=1)=[CH:7][CH:8]=[CH:9][CH:10]=2. (7) Given the reactants [N+:1]([C:4]1[CH:13]=[CH:12][CH:11]=[C:10]2[C:5]=1[CH:6]=[CH:7][C:8](Cl)=[N:9]2)([O-])=O.[CH:15]1([C:18]2[CH:19]=[C:20]([CH:22]=[CH:23][CH:24]=2)[NH2:21])[CH2:17][CH2:16]1.[NH:25]1[C:33]2[CH:32]=[CH:31][CH:30]=[C:29]([CH:34]=O)[C:28]=2[CH:27]=[CH:26]1, predict the reaction product. The product is: [CH:15]1([C:18]2[CH:19]=[C:20]([NH:21][C:8]3[CH:7]=[CH:6][C:5]4[C:4]([NH:1][CH2:34][C:29]5[CH:30]=[CH:31][CH:32]=[C:33]6[C:28]=5[CH:27]=[CH:26][NH:25]6)=[CH:13][CH:12]=[CH:11][C:10]=4[N:9]=3)[CH:22]=[CH:23][CH:24]=2)[CH2:17][CH2:16]1. (8) Given the reactants Cl[C:2]1[N:7]=[CH:6][C:5]([C:8]2[CH:9]=[N:10][CH:11]=[C:12]([O:14][CH3:15])[CH:13]=2)=[C:4]([NH2:16])[CH:3]=1.C1(P(C2CCCCC2)C2C=CC=CC=2C2C(C(C)C)=CC(C(C)C)=CC=2C(C)C)CCCCC1.C([O-])(=O)C([O-])=O.[CH2:57]1[C:60]2([CH2:63][NH2+:62][CH2:61]2)[CH2:59][O:58]1.[CH2:57]1[C:60]2([CH2:63][NH2+:62][CH2:61]2)[CH2:59][O:58]1.[Li+].C[Si]([N-][Si](C)(C)C)(C)C, predict the reaction product. The product is: [CH3:15][O:14][C:12]1[CH:13]=[C:8]([C:5]2[CH:6]=[N:7][C:2]([N:62]3[CH2:63][C:60]4([CH2:57][O:58][CH2:59]4)[CH2:61]3)=[CH:3][C:4]=2[NH2:16])[CH:9]=[N:10][CH:11]=1.